This data is from Full USPTO retrosynthesis dataset with 1.9M reactions from patents (1976-2016). The task is: Predict the reactants needed to synthesize the given product. Given the product [CH2:20]([CH:17]([C:11]1[C:8]2[N:9]([CH3:10])[C:5]([O:4][C:3]3[CH:22]=[CH:23][C:24]([O:26][C:27]([F:29])([F:28])[F:30])=[CH:25][C:2]=3[N:32]([CH3:33])[CH3:31])=[N:6][C:7]=2[C:14]([O:15][CH3:16])=[CH:13][CH:12]=1)[CH2:18][CH3:19])[CH3:21], predict the reactants needed to synthesize it. The reactants are: Br[C:2]1[CH:25]=[C:24]([O:26][C:27]([F:30])([F:29])[F:28])[CH:23]=[CH:22][C:3]=1[O:4][C:5]1[N:9]([CH3:10])[C:8]2[C:11]([CH:17]([CH2:20][CH3:21])[CH2:18][CH3:19])=[CH:12][CH:13]=[C:14]([O:15][CH3:16])[C:7]=2[N:6]=1.[CH3:31][NH:32][CH3:33].